Task: Predict the reaction yield, written as a fraction of the theoretical maximum amount of product (1.0 means a 100% yield; for example, 0.34 means a 34% yield).. Dataset: Reaction yield outcomes from USPTO patents with 853,638 reactions (1) The reactants are [CH3:1][S:2](Cl)(=[O:4])=[O:3].[CH:6]1[C:18]2[N:17]([CH2:19][CH:20]([OH:29])[CH2:21][NH:22][CH2:23][C:24]3[O:25][CH:26]=[CH:27][CH:28]=3)[C:16]3[C:11](=[CH:12][CH:13]=[CH:14][CH:15]=3)[C:10]=2[CH:9]=[CH:8][CH:7]=1.C(N(CC)CC)C. The catalyst is C(Cl)Cl. The product is [CH:15]1[C:16]2[N:17]([CH2:19][CH:20]([OH:29])[CH2:21][N:22]([CH2:23][C:24]3[O:25][CH:26]=[CH:27][CH:28]=3)[S:2]([CH3:1])(=[O:4])=[O:3])[C:18]3[C:10](=[CH:9][CH:8]=[CH:7][CH:6]=3)[C:11]=2[CH:12]=[CH:13][CH:14]=1. The yield is 0.450. (2) The reactants are [I:1][C:2]1[CH:3]=[C:4]([CH:8]=[C:9]([N+:11]([O-:13])=[O:12])[CH:10]=1)[C:5]([OH:7])=[O:6].O=S(Cl)Cl.[CH3:18]O. No catalyst specified. The product is [CH3:18][O:6][C:5](=[O:7])[C:4]1[CH:8]=[C:9]([N+:11]([O-:13])=[O:12])[CH:10]=[C:2]([I:1])[CH:3]=1. The yield is 0.990. (3) The reactants are C(N([CH2:6][CH3:7])CC)C.[CH2:8]([CH:10]([C:14](Cl)=[O:15])[C:11](Cl)=[O:12])[CH3:9].[O-:17]CC.[Na+].[N:21]12[CH2:31][CH2:30][CH2:29][N:28]=[C:27]1[CH2:26][CH2:25][CH2:24][CH2:23][CH2:22]2.[NH2:32][CH2:33][C:34]([OH:36])=[O:35]. The catalyst is ClCCl.C(O)C.O. The product is [OH:17][C:8]1[C:9]2[C:27](=[N:28][CH:29]=[CH:30][CH:31]=2)[N:21]([CH2:22][C:23]2[CH:24]=[CH:25][CH:26]=[CH:7][CH:6]=2)[C:11](=[O:12])[C:10]=1[C:14]([NH:32][CH2:33][C:34]([OH:36])=[O:35])=[O:15]. The yield is 0.200. (4) The reactants are [C-:1]#[N:2].[Na+].[Br:4][C:5]1[CH:10]=[CH:9][C:8]([CH2:11]Br)=[C:7]([F:13])[CH:6]=1. The catalyst is CN(C=O)C. The product is [Br:4][C:5]1[CH:10]=[CH:9][C:8]([CH2:11][C:1]#[N:2])=[C:7]([F:13])[CH:6]=1. The yield is 0.880. (5) The reactants are [CH2:1]([NH:3][CH2:4][C:5]1[S:9][C:8](B(O)O)=[CH:7][CH:6]=1)[CH3:2].Br[C:14]1[CH:15]=[C:16]2[C:20](=[C:21]([C:23]([NH2:25])=[O:24])[CH:22]=1)[NH:19][CH:18]=[C:17]2[CH:26]1[CH2:31][CH2:30][N:29]([S:32]([CH2:35][CH3:36])(=[O:34])=[O:33])[CH2:28][CH2:27]1.C(=O)([O-])[O-].[K+].[K+].O1CCOCC1. The catalyst is C1C=CC([P]([Pd]([P](C2C=CC=CC=2)(C2C=CC=CC=2)C2C=CC=CC=2)([P](C2C=CC=CC=2)(C2C=CC=CC=2)C2C=CC=CC=2)[P](C2C=CC=CC=2)(C2C=CC=CC=2)C2C=CC=CC=2)(C2C=CC=CC=2)C2C=CC=CC=2)=CC=1.O. The product is [CH2:1]([NH:3][CH2:4][C:5]1[S:9][C:8]([C:14]2[CH:15]=[C:16]3[C:20](=[C:21]([C:23]([NH2:25])=[O:24])[CH:22]=2)[NH:19][CH:18]=[C:17]3[CH:26]2[CH2:27][CH2:28][N:29]([S:32]([CH2:35][CH3:36])(=[O:33])=[O:34])[CH2:30][CH2:31]2)=[CH:7][CH:6]=1)[CH3:2]. The yield is 0.100.